This data is from Full USPTO retrosynthesis dataset with 1.9M reactions from patents (1976-2016). The task is: Predict the reactants needed to synthesize the given product. (1) Given the product [C:18]([CH2:17][C:13]1[CH:12]=[C:11]([CH:16]=[CH:15][CH:14]=1)[CH2:8][CH:3]([C:2](=[O:1])[CH3:9])[C:4]([O:6][CH3:7])=[O:5])#[N:19], predict the reactants needed to synthesize it. The reactants are: [OH:1][CH:2]([CH3:9])[C:3](=[CH2:8])[C:4]([O:6][CH3:7])=[O:5].Br[C:11]1[CH:12]=[C:13]([CH2:17][C:18]#[N:19])[CH:14]=[CH:15][CH:16]=1.C([O-])(O)=O.[Na+]. (2) Given the product [Cl:11][C:12]1[CH:29]=[C:28]([Cl:30])[CH:27]=[CH:26][C:13]=1[CH2:14][N:15]1[C:19]([CH:20]=[O:21])=[CH:18][C:17]([O:22][CH2:23][O:24][CH3:25])=[N:16]1, predict the reactants needed to synthesize it. The reactants are: CS(C)=O.C(Cl)(=O)C(Cl)=O.[Cl:11][C:12]1[CH:29]=[C:28]([Cl:30])[CH:27]=[CH:26][C:13]=1[CH2:14][N:15]1[C:19]([CH2:20][OH:21])=[CH:18][C:17]([O:22][CH2:23][O:24][CH3:25])=[N:16]1.C(N(CC)CC)C.